Dataset: Reaction yield outcomes from USPTO patents with 853,638 reactions. Task: Predict the reaction yield, written as a fraction of the theoretical maximum amount of product (1.0 means a 100% yield; for example, 0.34 means a 34% yield). (1) The product is [CH2:12]([N:19]1[C:6]([NH2:7])=[C:5]2[C:4]([CH:3]=[C:2]([Br:1])[CH:9]=[CH:8]2)=[N:20]1)[C:13]1[CH:18]=[CH:17][CH:16]=[CH:15][CH:14]=1. The yield is 0.500. The reactants are [Br:1][C:2]1[CH:9]=[CH:8][C:5]([C:6]#[N:7])=[C:4](F)[CH:3]=1.Cl.[CH2:12]([NH:19][NH2:20])[C:13]1[CH:18]=[CH:17][CH:16]=[CH:15][CH:14]=1.C(N(C(C)C)CC)(C)C. The catalyst is C(O)CCC. (2) The reactants are [Cl:1][C:2]1[N:20]=[CH:19][C:5]2[C:6]3[N:7]([CH:11]=[C:12]([C:14]4[NH:15][CH:16]=[CH:17][N:18]=4)[N:13]=3)[CH2:8][CH2:9][O:10][C:4]=2[CH:3]=1.C([O-])([O-])=O.[Cs+].[Cs+].[CH:27](I)([CH3:29])[CH3:28]. The catalyst is CN(C)C=O.O.CCOC(C)=O. The product is [Cl:1][C:2]1[N:20]=[CH:19][C:5]2[C:6]3[N:7]([CH:11]=[C:12]([C:14]4[N:18]([CH:27]([CH3:29])[CH3:28])[CH:17]=[CH:16][N:15]=4)[N:13]=3)[CH2:8][CH2:9][O:10][C:4]=2[CH:3]=1. The yield is 0.480. (3) The reactants are [Cl:1][C:2]1[C:3]([O:8][CH:9]2[CH2:12][CH:11]([NH:13]C(=O)OC(C)(C)C)[CH2:10]2)=[N:4][CH:5]=[CH:6][N:7]=1.Cl.CO. The catalyst is CO. The product is [ClH:1].[Cl:1][C:2]1[C:3]([O:8][CH:9]2[CH2:10][CH:11]([NH2:13])[CH2:12]2)=[N:4][CH:5]=[CH:6][N:7]=1. The yield is 1.00. (4) The reactants are [C:1]1([Li])C=CC=CC=1.[I-].C[P+](C1C=CC=CC=1)(C1C=CC=CC=1)C1C=CC=CC=1.[CH2:29]([O:31][C:32](=[O:54])[C:33]([CH3:53])([CH3:52])[CH2:34][CH2:35][CH2:36][CH2:37][C:38](=O)[CH2:39][CH2:40][CH2:41][CH2:42][C:43]([CH3:50])([CH3:49])[C:44]([O:46][CH2:47][CH3:48])=[O:45])[CH3:30]. The catalyst is C1COCC1. The product is [CH2:29]([O:31][C:32](=[O:54])[C:33]([CH3:53])([CH3:52])[CH2:34][CH2:35][CH2:36][CH2:37][C:38](=[CH2:1])[CH2:39][CH2:40][CH2:41][CH2:42][C:43]([CH3:50])([CH3:49])[C:44]([O:46][CH2:47][CH3:48])=[O:45])[CH3:30]. The yield is 0.470.